This data is from Kinase inhibitor binding affinity data with 442 proteins and 68 drugs (Kd values). The task is: Regression. Given a target protein amino acid sequence and a drug SMILES string, predict the binding affinity score between them. We predict pKd (pKd = -log10(Kd in M); higher means stronger binding). Dataset: davis. (1) The compound is Cc1ccc(NC(=O)c2ccc(CN3CCN(C)CC3)cc2)cc1Nc1nc(-c2cccnc2)cs1. The target protein (LZK) has sequence MANFQEHLSCSSSPHLPFSESKTFNGLQDELTAMGNHPSPKLLEDQQEKGMVRTELIESVHSPVTTTVLTSVSEDSRDQFENSVLQLREHDESETAVSQGNSNTVDGESTSGTEDIKIQFSRSGSGSGGFLEGLFGCLRPVWNIIGKAYSTDYKLQQQDTWEVPFEEISELQWLGSGAQGAVFLGKFRAEEVAIKKVREQNETDIKHLRKLKHPNIIAFKGVCTQAPCYCIIMEYCAHGQLYEVLRAGRKITPRLLVDWSTGIASGMNYLHLHKIIHRDLKSPNVLVTHTDAVKISDFGTSKELSDKSTKMSFAGTVAWMAPEVIRNEPVSEKVDIWSFGVVLWELLTGEIPYKDVDSSAIIWGVGSNSLHLPVPSTCPDGFKILMKQTWQSKPRNRPSFRQTLMHLDIASADVLATPQETYFKSQAEWREEVKKHFEKIKSEGTCIHRLDEELIRRRREELRHALDIREHYERKLERANNLYMELSAIMLQLEMREKEL.... The pKd is 5.0. (2) The compound is Cn1cc(C2=C(c3cn(C4CCN(Cc5ccccn5)CC4)c4ccccc34)C(=O)NC2=O)c2ccccc21. The target protein (ABL2) has sequence MVLGTVLLPPNSYGRDQDTSLCCLCTEASESALPDLTDHFASCVEDGFEGDKTGGSSPEALHRPYGCDVEPQALNEAIRWSSKENLLGATESDPNLFVALYDFVASGDNTLSITKGEKLRVLGYNQNGEWSEVRSKNGQGWVPSNYITPVNSLEKHSWYHGPVSRSAAEYLLSSLINGSFLVRESESSPGQLSISLRYEGRVYHYRINTTADGKVYVTAESRFSTLAELVHHHSTVADGLVTTLHYPAPKCNKPTVYGVSPIHDKWEMERTDITMKHKLGGGQYGEVYVGVWKKYSLTVAVKTLKEDTMEVEEFLKEAAVMKEIKHPNLVQLLGVCTLEPPFYIVTEYMPYGNLLDYLRECNREEVTAVVLLYMATQISSAMEYLEKKNFIHRDLAARNCLVGENHVVKVADFGLSRLMTGDTYTAHAGAKFPIKWTAPESLAYNTFSIKSDVWAFGVLLWEIATYGMSPYPGIDLSQVYDLLEKGYRMEQPEGCPPKVY.... The pKd is 5.0. (3) The target protein (TIE2) has sequence DDANGKSQTAGFLKGSLGPHAHLWKLDGEIWGSMDSLASLVLCGVSLLLSGTVEGAMDLILINSLPLVSDAETSLTCIASGWRPHEPITIGRDFEALMNQHQDPLEVTQDVTREWAKKVVWKREKASKINGAYFCEGRVRGEAIRIRTMKMRQQASFLPATLTMTVDKGDNVNISFKKVLIKEEDAVIYKNGSFIHSVPRHEVPDILEVHLPHAQPQDAGVYSARYIGGNLFTSAFTRLIVRRCEAQKWGPECNHLCTACMNNGVCHEDTGECICPPGFMGRTCEKACELHTFGRTCKERCSGQEGCKSYVFCLPDPYGCSCATGWKGLQCNEACHPGFYGPDCKLRCSCNNGEMCDRFQGCLCSPGWQGLQCEREGIPRMTPKIVDLPDHIEVNSGKFNPICKASGWPLPTNEEMTLVKPDGTVLHPKDFNHTDHFSVAIFTIHRILPPDSGVWVCSVNTVAGMVEKPFNISVKVLPKPLNAPNVIDTGHNFAVINISS.... The compound is CNC1CC2OC(C)(C1OC)n1c3ccccc3c3c4c(c5c6ccccc6n2c5c31)C(=O)NC4. The pKd is 6.8. (4) The drug is Cc1cn(-c2cc(NC(=O)c3ccc(C)c(Nc4nccc(-c5cccnc5)n4)c3)cc(C(F)(F)F)c2)cn1. The target protein (ULK3) has sequence MAGPGWGPPRLDGFILTERLGSGTYATVYKAYAKKDTREVVAIKCVAKKSLNKASVENLLTEIEILKGIRHPHIVQLKDFQWDSDNIYLIMEFCAGGDLSRFIHTRRILPEKVARVFMQQLASALQFLHERNISHLDLKPQNILLSSLEKPHLKLADFGFAQHMSPWDEKHVLRGSPLYMAPEMVCQRQYDARVDLWSMGVILYEALFGQPPFASRSFSELEEKIRSNRVIELPLRPLLSRDCRDLLQRLLERDPSRRISFQDFFAHPWVDLEHMPSGESLGRATALVVQAVKKDQEGDSAAALSLYCKALDFFVPALHYEVDAQRKEAIKAKVGQYVSRAEELKAIVSSSNQALLRQGTSARDLLREMARDKPRLLAALEVASAAMAKEEAAGGEQDALDLYQHSLGELLLLLAAEPPGRRRELLHTEVQNLMARAEYLKEQVKMRESRWEADTLDKEGLSESVRSSCTLQ. The pKd is 5.0. (5) The pKd is 5.0. The target protein (TNIK) has sequence MASDSPARSLDEIDLSALRDPAGIFELVELVGNGTYGQVYKGRHVKTGQLAAIKVMDVTGDEEEEIKQEINMLKKYSHHRNIATYYGAFIKKNPPGMDDQLWLVMEFCGAGSVTDLIKNTKGNTLKEEWIAYICREILRGLSHLHQHKVIHRDIKGQNVLLTENAEVKLVDFGVSAQLDRTVGRRNTFIGTPYWMAPEVIACDENPDATYDFKSDLWSLGITAIEMAEGAPPLCDMHPMRALFLIPRNPAPRLKSKKWSKKFQSFIESCLVKNHSQRPATEQLMKHPFIRDQPNERQVRIQLKDHIDRTKKKRGEKDETEYEYSGSEEEEEENDSGEPSSILNLPGESTLRRDFLRLQLANKERSEALRRQQLEQQQRENEEHKRQLLAERQKRIEEQKEQRRRLEEQQRREKELRKQQEREQRRHYEEQMRREEERRRAEHEQEYIRRQLEEEQRQLEILQQQLLHEQALLLEYKRKQLEEQRQAERLQRQLKQERDYL.... The small molecule is O=C(NOCC1CC1)c1ccc(F)c(F)c1Nc1ccc(I)cc1Cl. (6) The target protein (EPHB3) has sequence MARARPPPPPSPPPGLLPLLPPLLLLPLLLLPAGCRALEETLMDTKWVTSELAWTSHPESGWEEVSGYDEAMNPIRTYQVCNVRESSQNNWLRTGFIWRRDVQRVYVELKFTVRDCNSIPNIPGSCKETFNLFYYEADSDVASASSPFWMENPYVKVDTIAPDESFSRLDAGRVNTKVRSFGPLSKAGFYLAFQDQGACMSLISVRAFYKKCASTTAGFALFPETLTGAEPTSLVIAPGTCIPNAVEVSVPLKLYCNGDGEWMVPVGACTCATGHEPAAKESQCRPCPPGSYKAKQGEGPCLPCPPNSRTTSPAASICTCHNNFYRADSDSADSACTTVPSPPRGVISNVNETSLILEWSEPRDLGGRDDLLYNVICKKCHGAGGASACSRCDDNVEFVPRQLGLTERRVHISHLLAHTRYTFEVQAVNGVSGKSPLPPRYAAVNITTNQAAPSEVPTLRLHSSSGSSLTLSWAPPERPNGVILDYEMKYFEKSEGIAST.... The compound is COc1cc2c(N3CCN(C(=O)Nc4ccc(OC(C)C)cc4)CC3)ncnc2cc1OCCCN1CCCCC1. The pKd is 5.0. (7) The small molecule is Cc1cnc(Nc2ccc(OCCN3CCCC3)cc2)nc1Nc1cccc(S(=O)(=O)NC(C)(C)C)c1. The target protein (MKK7) has sequence MAASSLEQKLSRLEAKLKQENREARRRIDLNLDISPQRPRPTLQLPLANDGGSRSPSSESSPQHPTPPARPRHMLGLPSTLFTPRSMESIEIDQKLQEIMKQTGYLTIGGQRYQAEINDLENLGEMGSGTCGQVWKMRFRKTGHVIAVKQMRRSGNKEENKRILMDLDVVLKSHDCPYIVQCFGTFITNTDVFIAMELMGTCAEKLKKRMQGPIPERILGKMTVAIVKALYYLKEKHGVIHRDVKPSNILLDERGQIKLCDFGISGRLVDSKAKTRSAGCAAYMAPERIDPPDPTKPDYDIRADVWSLGISLVELATGQFPYKNCKTDFEVLTKVLQEEPPLLPGHMGFSGDFQSFVKDCLTKDHRKRPKYNKLLEHSFIKRYETLEVDVASWFKDVMAKTESPRTSGVLSQPHLPFFR. The pKd is 5.0. (8) The drug is Cc1nc(Nc2ncc(C(=O)Nc3c(C)cccc3Cl)s2)cc(N2CCN(CCO)CC2)n1. The target protein (RET(V804M)) has sequence MAKATSGAAGLRLLLLLLLPLLGKVALGLYFSRDAYWEKLYVDQAAGTPLLYVHALRDAPEEVPSFRLGQHLYGTYRTRLHENNWICIQEDTGLLYLNRSLDHSSWEKLSVRNRGFPLLTVYLKVFLSPTSLREGECQWPGCARVYFSFFNTSFPACSSLKPRELCFPETRPSFRIRENRPPGTFHQFRLLPVQFLCPNISVAYRLLEGEGLPFRCAPDSLEVSTRWALDREQREKYELVAVCTVHAGAREEVVMVPFPVTVYDEDDSAPTFPAGVDTASAVVEFKRKEDTVVATLRVFDADVVPASGELVRRYTSTLLPGDTWAQQTFRVEHWPNETSVQANGSFVRATVHDYRLVLNRNLSISENRTMQLAVLVNDSDFQGPGAGVLLLHFNVSVLPVSLHLPSTYSLSVSRRARRFAQIGKVCVENCLADLTGDAVSGRDEARSSGLGSQKHPGS. The pKd is 6.4. (9) The small molecule is COc1cc2c(Oc3ccc(NC(=O)C4(C(=O)Nc5ccc(F)cc5)CC4)cc3F)ccnc2cc1OCCCN1CCOCC1. The target protein (WEE2) has sequence MDDKDIDKELRQKLNFSYCEETEIEGQKKVEESREASSQTPEKGEVQDSEAKGTPPWTPLSNVHELDTSSEKDKESPDQILRTPVSHPLKCPETPAQPDSRSKLLPSDSPSTPKTMLSRLVISPTGKLPSRGPKHLKLTPAPLKDEMTSLALVNINPFTPESYKKLFLQSGGKRKIRGDLEEAGPEEGKGGLPAKRCVLRETNMASRYEKEFLEVEKIGVGEFGTVYKCIKRLDGCVYAIKRSMKTFTELSNENSALHEVYAHAVLGHHPHVVRYYSSWAEDDHMIIQNEYCNGGSLQAAISENTKSGNHFEEPKLKDILLQISLGLNYIHNSSMVHLDIKPSNIFICHKMQSESSGVIEEVENEADWFLSANVMYKIGDLGHATSINKPKVEEGDSRFLANEILQEDYRHLPKADIFALGLTIAVAAGAESLPTNGAAWHHIRKGNFPDVPQELSESFSSLLKNMIQPDAEQRPSAAALARNTVLRPSLGKTEELQQQL.... The pKd is 5.0. (10) The small molecule is CNC(=O)c1ccccc1Sc1ccc2c(C=Cc3ccccn3)n[nH]c2c1. The target protein (INSRR) has sequence MAVPSLWPWGACLPVIFLSLGFGLDTVEVCPSLDIRSEVAELRQLENCSVVEGHLQILLMFTATGEDFRGLSFPRLTQVTDYLLLFRVYGLESLRDLFPNLAVIRGTRLFLGYALVIFEMPHLRDVALPALGAVLRGAVRVEKNQELCHLSTIDWGLLQPAPGANHIVGNKLGEECADVCPGVLGAAGEPCAKTTFSGHTDYRCWTSSHCQRVCPCPHGMACTARGECCHTECLGGCSQPEDPRACVACRHLYFQGACLWACPPGTYQYESWRCVTAERCASLHSVPGRASTFGIHQGSCLAQCPSGFTRNSSSIFCHKCEGLCPKECKVGTKTIDSIQAAQDLVGCTHVEGSLILNLRQGYNLEPQLQHSLGLVETITGFLKIKHSFALVSLGFFKNLKLIRGDAMVDGNYTLYVLDNQNLQQLGSWVAAGLTIPVGKIYFAFNPRLCLEHIYRLEEVTGTRGRQNKAEINPRTNGDRAACQTRTLRFVSNVTEADRIL.... The pKd is 5.0.